This data is from Catalyst prediction with 721,799 reactions and 888 catalyst types from USPTO. The task is: Predict which catalyst facilitates the given reaction. (1) Reactant: [Cl:1][C:2]1[C:3]([Cl:19])=[CH:4][C:5]2[O:10][CH2:9][C:8](=[O:11])[N:7]([CH2:12][C:13]([O:15]CC)=[O:14])[C:6]=2[CH:18]=1.[Li+].[OH-].O.Cl. Product: [Cl:1][C:2]1[C:3]([Cl:19])=[CH:4][C:5]2[O:10][CH2:9][C:8](=[O:11])[N:7]([CH2:12][C:13]([OH:15])=[O:14])[C:6]=2[CH:18]=1. The catalyst class is: 559. (2) Reactant: [Br:1][C:2]1[CH:7]=[CH:6][C:5]([CH:8]([C:10]23[CH2:17][CH2:16][CH:13]([CH2:14][CH2:15]2)[O:12][CH2:11]3)[OH:9])=[CH:4][CH:3]=1. Product: [Br:1][C:2]1[CH:3]=[CH:4][C:5]([C:8]([C:10]23[CH2:15][CH2:14][CH:13]([CH2:16][CH2:17]2)[O:12][CH2:11]3)=[O:9])=[CH:6][CH:7]=1. The catalyst class is: 485.